This data is from Reaction yield outcomes from USPTO patents with 853,638 reactions. The task is: Predict the reaction yield, written as a fraction of the theoretical maximum amount of product (1.0 means a 100% yield; for example, 0.34 means a 34% yield). (1) The reactants are [CH:1]1([N:4]([CH:18]2[CH2:23][CH2:22][N:21]([C:24](=[O:30])[CH:25]=[CH:26][CH2:27][CH2:28][CH3:29])[CH2:20][CH2:19]2)[S:5]([C:8]2[CH:13]=[CH:12][CH:11]=[C:10]([C:14]([F:17])([F:16])[F:15])[CH:9]=2)(=[O:7])=[O:6])[CH2:3][CH2:2]1.[CH3:31][NH:32][CH3:33]. The catalyst is CO. The product is [CH:1]1([N:4]([CH:18]2[CH2:23][CH2:22][N:21]([C:24](=[O:30])[CH2:25][CH:26]([N:32]([CH3:33])[CH3:31])[CH2:27][CH2:28][CH3:29])[CH2:20][CH2:19]2)[S:5]([C:8]2[CH:13]=[CH:12][CH:11]=[C:10]([C:14]([F:15])([F:16])[F:17])[CH:9]=2)(=[O:6])=[O:7])[CH2:3][CH2:2]1. The yield is 0.340. (2) The reactants are [H-].[Na+].CO[C:5]([C:7]1[C:16]([O:17][CH:18]([C:25]2[CH:30]=[CH:29][CH:28]=[CH:27][CH:26]=2)[C:19]2[CH:24]=[CH:23][CH:22]=[CH:21][CH:20]=2)=[C:15]2[C:10]([CH:11]=[CH:12][CH:13]=[N:14]2)=[C:9]([O:31][CH3:32])[C:8]=1[CH2:33][C:34](=[O:44])[NH:35][CH2:36][C:37]1[CH:42]=[CH:41][C:40]([F:43])=[CH:39][CH:38]=1)=[O:6]. The catalyst is CN(C=O)C.C(OCC)C. The product is [CH:18]([O:17][C:16]1[C:7]2[C:5](=[O:6])[N:35]([CH2:36][C:37]3[CH:42]=[CH:41][C:40]([F:43])=[CH:39][CH:38]=3)[C:34](=[O:44])[CH2:33][C:8]=2[C:9]([O:31][CH3:32])=[C:10]2[C:15]=1[N:14]=[CH:13][CH:12]=[CH:11]2)([C:25]1[CH:26]=[CH:27][CH:28]=[CH:29][CH:30]=1)[C:19]1[CH:24]=[CH:23][CH:22]=[CH:21][CH:20]=1. The yield is 0.480. (3) The reactants are C(O[CH:4](OCC)[CH2:5][NH:6][C:7]([NH:9][C:10]1[CH:15]=[CH:14][CH:13]=[CH:12][CH:11]=1)=[NH:8])C.[OH-].[Na+]. The catalyst is Cl. The product is [C:10]1([NH:9][C:7]2[NH:8][CH:4]=[CH:5][N:6]=2)[CH:15]=[CH:14][CH:13]=[CH:12][CH:11]=1. The yield is 0.500. (4) The yield is 1.00. The product is [OH:18][CH:19]1[CH2:20][N:21]([C:23]2[O:24][CH:25]=[C:26]([C:28]([N:30]3[CH2:35][CH2:34][O:33][CH2:32][CH2:31]3)=[O:29])[N:27]=2)[CH2:22]1. The catalyst is O1CCCC1. The reactants are [Si]([O:18][CH:19]1[CH2:22][N:21]([C:23]2[O:24][CH:25]=[C:26]([C:28]([N:30]3[CH2:35][CH2:34][O:33][CH2:32][CH2:31]3)=[O:29])[N:27]=2)[CH2:20]1)(C(C)(C)C)(C1C=CC=CC=1)C1C=CC=CC=1.[F-].C([N+](CCCC)(CCCC)CCCC)CCC.